This data is from Forward reaction prediction with 1.9M reactions from USPTO patents (1976-2016). The task is: Predict the product of the given reaction. (1) The product is: [Br:1][C:2]1[CH:3]=[CH:4][C:5]([N:8]2[CH2:9][CH2:10][CH:11]([CH2:14][CH2:15][NH:16][C:18](=[O:19])[O:20][CH2:21][CH3:22])[CH2:12][CH2:13]2)=[N:6][CH:7]=1. Given the reactants [Br:1][C:2]1[CH:3]=[CH:4][C:5]([N:8]2[CH2:13][CH2:12][CH:11]([CH2:14][CH2:15][NH2:16])[CH2:10][CH2:9]2)=[N:6][CH:7]=1.Cl[C:18]([O:20][CH2:21][CH3:22])=[O:19].C(N(CC)C(C)C)(C)C, predict the reaction product. (2) Given the reactants [Cl:1][C:2]1[CH:3]=[C:4]([C:8]2[O:12][N:11]=[C:10]([C:13]([OH:15])=O)[CH:9]=2)[CH:5]=[CH:6][CH:7]=1.Cl.CN(C)CCCN=C=NCC.O.ON1C2C=CC=CC=2N=N1.[CH3:39][NH:40][C:41]1[N:45]([CH3:46])[C:44]([C:47]2[CH:52]=[CH:51][N:50]=[CH:49][CH:48]=2)=[N:43][N:42]=1, predict the reaction product. The product is: [Cl:1][C:2]1[CH:3]=[C:4]([C:8]2[O:12][N:11]=[C:10]([C:13]([N:40]([CH3:39])[C:41]3[N:45]([CH3:46])[C:44]([C:47]4[CH:52]=[CH:51][N:50]=[CH:49][CH:48]=4)=[N:43][N:42]=3)=[O:15])[CH:9]=2)[CH:5]=[CH:6][CH:7]=1. (3) The product is: [O:1]1[CH2:5][CH2:4][CH2:3][CH2:2]1.[F:6][Sb-:7]([F:12])([F:11])([F:10])([F:9])[F:8].[Cl-:13].[Cr+3:14].[NH:38]1[C:42]2[CH:43]=[CH:44][CH:45]=[CH:46][C:41]=2[N:40]=[C:39]1[CH2:47][N:48]([CH2:55][C:56]1[NH:57][C:58]2[CH:64]=[CH:63][CH:62]=[CH:61][C:59]=2[N:60]=1)[CH3:49]. Given the reactants [O:1]1[CH2:5][CH2:4][CH2:3][CH2:2]1.[F:6][Sb-:7]([F:12])([F:11])([F:10])([F:9])[F:8].[Cl-:13].[Cr+3:14].N1C2C=CC=CC=2N=C1CNCC1NC2C=CC=CC=2N=1.[Cl-].[Cr+3].[NH:38]1[C:42]2[CH:43]=[CH:44][CH:45]=[CH:46][C:41]=2[N:40]=[C:39]1[CH2:47][N:48]([CH2:55][C:56]1[NH:60][C:59]2[CH:61]=[CH:62][CH:63]=[CH:64][C:58]=2[N:57]=1)[CH2:49]CCCCC.[Cl-].[Cl-], predict the reaction product. (4) Given the reactants [H-].[Na+].[CH3:3][O:4][C:5](=[O:25])[CH:6]([C:18]1[CH:23]=[CH:22][C:21]([OH:24])=[CH:20][CH:19]=1)[CH2:7][C:8]1[CH:13]=[C:12]([O:14][CH3:15])[CH:11]=[C:10]([O:16][CH3:17])[CH:9]=1.F[C:27]1[CH:34]=[CH:33][C:30]([CH:31]=[O:32])=[CH:29][CH:28]=1.O, predict the reaction product. The product is: [CH3:3][O:4][C:5](=[O:25])[CH:6]([C:18]1[CH:19]=[CH:20][C:21]([O:24][C:27]2[CH:34]=[CH:33][C:30]([CH:31]=[O:32])=[CH:29][CH:28]=2)=[CH:22][CH:23]=1)[CH2:7][C:8]1[CH:9]=[C:10]([O:16][CH3:17])[CH:11]=[C:12]([O:14][CH3:15])[CH:13]=1. (5) Given the reactants N(OC(C)(C)C)=O.[CH2:8]([O:10][C:11]([C:13]1[NH:14][C:15]2[C:20]([CH:21]=1)=[C:19]([O:22][C:23]1[CH:28]=[C:27]([F:29])[CH:26]=[CH:25][C:24]=1N)[CH:18]=[CH:17][CH:16]=2)=[O:12])[CH3:9], predict the reaction product. The product is: [CH2:8]([O:10][C:11]([C:13]1[NH:14][C:15]2[C:20]([CH:21]=1)=[C:19]([O:22][C:23]1[CH:24]=[CH:25][CH:26]=[C:27]([F:29])[CH:28]=1)[CH:18]=[CH:17][CH:16]=2)=[O:12])[CH3:9].